Dataset: Full USPTO retrosynthesis dataset with 1.9M reactions from patents (1976-2016). Task: Predict the reactants needed to synthesize the given product. Given the product [NH2:23][C:24]1[C:25]([C:31]([NH:1][C:2]2[CH:3]=[N:4][N:5]([CH3:22])[C:6]=2[O:7][CH2:8][CH:9]2[CH2:10][CH2:11][NH:12][CH2:13][CH2:14]2)=[O:32])=[N:26][C:27]([Br:30])=[CH:28][CH:29]=1, predict the reactants needed to synthesize it. The reactants are: [NH2:1][C:2]1[CH:3]=[N:4][N:5]([CH3:22])[C:6]=1[O:7][CH2:8][CH:9]1[CH2:14][CH2:13][N:12](C(OC(C)(C)C)=O)[CH2:11][CH2:10]1.[NH2:23][C:24]1[C:25]([C:31](O)=[O:32])=[N:26][C:27]([Br:30])=[CH:28][CH:29]=1.